Dataset: Peptide-MHC class I binding affinity with 185,985 pairs from IEDB/IMGT. Task: Regression. Given a peptide amino acid sequence and an MHC pseudo amino acid sequence, predict their binding affinity value. This is MHC class I binding data. The peptide sequence is IPEQSRCQAI. The MHC is HLA-B51:01 with pseudo-sequence HLA-B51:01. The binding affinity (normalized) is 0.491.